From a dataset of Catalyst prediction with 721,799 reactions and 888 catalyst types from USPTO. Predict which catalyst facilitates the given reaction. (1) Reactant: C(O)(C(F)(F)F)=O.C([O:12][C:13](=[O:49])[C@@H:14]([NH:39][S:40]([C:43]1[CH:48]=[CH:47][CH:46]=[CH:45][CH:44]=1)(=[O:42])=[O:41])[CH2:15][NH:16][C:17]1[C:18]2[CH:26]=[CH:25][N:24]([CH2:27][CH2:28][CH2:29][C:30](=[O:38])[NH:31][C:32]3[NH:33][CH2:34][CH2:35][CH2:36][N:37]=3)[C:19]=2[N:20]=[C:21]([CH3:23])[N:22]=1)(C)(C)C. Product: [CH3:23][C:21]1[N:22]=[C:17]([NH:16][CH2:15][C@H:14]([NH:39][S:40]([C:43]2[CH:44]=[CH:45][CH:46]=[CH:47][CH:48]=2)(=[O:41])=[O:42])[C:13]([OH:49])=[O:12])[C:18]2[CH:26]=[CH:25][N:24]([CH2:27][CH2:28][CH2:29][C:30](=[O:38])[NH:31][C:32]3[NH:33][CH2:34][CH2:35][CH2:36][N:37]=3)[C:19]=2[N:20]=1. The catalyst class is: 2. (2) Reactant: [NH2:1][C:2]1[CH:3]=[C:4]([CH:21]=[CH:22][C:23]=1[CH3:24])[O:5][C:6]1[CH:7]=[CH:8][C:9]2[N:10]([CH:12]=[C:13]([NH:15][C:16]([CH:18]3[CH2:20][CH2:19]3)=[O:17])[N:14]=2)[N:11]=1.[CH3:25][C:26]1[O:30][N:29]=[CH:28][C:27]=1[C:31](Cl)=[O:32]. Product: [CH:18]1([C:16]([NH:15][C:13]2[N:14]=[C:9]3[CH:8]=[CH:7][C:6]([O:5][C:4]4[CH:21]=[CH:22][C:23]([CH3:24])=[C:2]([NH:1][C:31]([C:27]5[CH:28]=[N:29][O:30][C:26]=5[CH3:25])=[O:32])[CH:3]=4)=[N:11][N:10]3[CH:12]=2)=[O:17])[CH2:20][CH2:19]1. The catalyst class is: 60. (3) Reactant: Br[C:2]1[CH:22]=[C:21]([CH3:23])[CH:20]=[CH:19][C:3]=1[O:4][C:5]1[C:14]2[C:9](=[CH:10][C:11]([O:17][CH3:18])=[C:12]([O:15][CH3:16])[CH:13]=2)[N:8]=[CH:7][CH:6]=1.C([Li])CCC.CCCCCC.[CH:35]1([C:40](Cl)=[O:41])[CH2:39][CH2:38][CH2:37][CH2:36]1.O. Product: [CH:35]1([C:40]([C:2]2[CH:22]=[C:21]([CH3:23])[CH:20]=[CH:19][C:3]=2[O:4][C:5]2[C:14]3[C:9](=[CH:10][C:11]([O:17][CH3:18])=[C:12]([O:15][CH3:16])[CH:13]=3)[N:8]=[CH:7][CH:6]=2)=[O:41])[CH2:39][CH2:38][CH2:37][CH2:36]1. The catalyst class is: 7. (4) Reactant: [C:1]([O:5][C:6]([NH:8][C:9]1[S:10][CH:11]=[C:12](/[C:14](=[N:29]/[O:30][C:31]2([C:34]([O:36][CH:37]([C:44]3[CH:49]=[CH:48][CH:47]=[CH:46][CH:45]=3)[C:38]3[CH:43]=[CH:42][CH:41]=[CH:40][CH:39]=3)=[O:35])[CH2:33][CH2:32]2)/[C:15]([NH:17][C@@H:18]2[C:21](=[O:22])[NH:20][C@@H:19]2[CH2:23]OS(C)(=O)=O)=[O:16])[N:13]=1)=[O:7])([CH3:4])([CH3:3])[CH3:2].[Na+].[I-].[N-:52]=[N+:53]=[N-:54].[Na+]. Product: [N:52]([CH2:23][C@@H:19]1[C@H:18]([NH:17][C:15](=[O:16])/[C:14](=[N:29]\[O:30][C:31]2([C:34]([O:36][CH:37]([C:44]3[CH:49]=[CH:48][CH:47]=[CH:46][CH:45]=3)[C:38]3[CH:43]=[CH:42][CH:41]=[CH:40][CH:39]=3)=[O:35])[CH2:32][CH2:33]2)/[C:12]2[N:13]=[C:9]([NH:8][C:6]([O:5][C:1]([CH3:2])([CH3:3])[CH3:4])=[O:7])[S:10][CH:11]=2)[C:21](=[O:22])[NH:20]1)=[N+:53]=[N-:54]. The catalyst class is: 3.